From a dataset of Forward reaction prediction with 1.9M reactions from USPTO patents (1976-2016). Predict the product of the given reaction. (1) Given the reactants [Br:1][C:2]1[CH:3]=[CH:4][C:5]([Cl:10])=[C:6]([CH2:8][NH2:9])[CH:7]=1.[C:11](OC(=O)C)(=[O:13])[CH3:12], predict the reaction product. The product is: [Br:1][C:2]1[CH:3]=[CH:4][C:5]([Cl:10])=[C:6]([CH2:8][NH:9][C:11](=[O:13])[CH3:12])[CH:7]=1. (2) Given the reactants [C:1]([O:5][C:6](=[O:37])[CH2:7][C@H:8]1[CH2:13][C@@H:12]([CH2:14][CH2:15][N:16]2[CH:20]([CH:21]([CH3:23])[CH3:22])[C:19](CO)([CH2:24][OH:25])[N:18]=[C:17]2[C:28]2[CH:33]=[CH:32][C:31]([F:34])=[CH:30][CH:29]=2)[O:11][C:10]([CH3:36])([CH3:35])[O:9]1)([CH3:4])([CH3:3])[CH3:2].CCOC(C)=O, predict the reaction product. The product is: [C:1]([O:5][C:6](=[O:37])[CH2:7][C@H:8]1[CH2:13][C@@H:12]([CH2:14][CH2:15][N:16]2[C:20]([CH:21]([CH3:23])[CH3:22])=[C:19]([CH:24]=[O:25])[N:18]=[C:17]2[C:28]2[CH:29]=[CH:30][C:31]([F:34])=[CH:32][CH:33]=2)[O:11][C:10]([CH3:35])([CH3:36])[O:9]1)([CH3:2])([CH3:3])[CH3:4].